Task: Predict the reactants needed to synthesize the given product.. Dataset: Full USPTO retrosynthesis dataset with 1.9M reactions from patents (1976-2016) (1) Given the product [O:1]=[C:2]1[C:8]2[CH:9]=[CH:10][CH:11]=[CH:12][C:7]=2[S:6][CH2:5][CH:4]2[CH2:13][CH2:14][CH:15]([C:17]#[N:19])[CH2:16][N:3]12, predict the reactants needed to synthesize it. The reactants are: [O:1]=[C:2]1[C:8]2[CH:9]=[CH:10][CH:11]=[CH:12][C:7]=2[S:6][CH2:5][CH:4]2[CH2:13][CH2:14][CH:15]([C:17]([NH2:19])=O)[CH2:16][N:3]12.N1C(Cl)=NC(Cl)=NC=1Cl. (2) Given the product [NH:18]1[C:22]2=[N:23][CH:24]=[CH:25][CH:26]=[C:21]2[C:20]([C:27]2[CH:32]=[CH:31][N:30]=[C:29]([NH:1][C:2]3[CH:7]=[CH:6][CH:5]=[CH:4][C:3]=3[CH3:8])[N:28]=2)=[CH:19]1, predict the reactants needed to synthesize it. The reactants are: [NH2:1][C:2]1[C:3]([CH3:8])=[CH:4][CH:5]=[CH:6][CH:7]=1.C1(S([N:18]2[C:22]3=[N:23][CH:24]=[CH:25][CH:26]=[C:21]3[C:20]([C:27]3[CH:32]=[CH:31][N:30]=[C:29](Cl)[N:28]=3)=[CH:19]2)(=O)=O)C=CC=CC=1. (3) Given the product [CH2:1]([O:3][C:4]1([C:14]([OH:16])=[O:15])[CH2:5][CH2:6][C:7](=[O:8])[CH2:12][CH2:13]1)[CH3:2], predict the reactants needed to synthesize it. The reactants are: [CH2:1]([O:3][C:4]1([C:14]([OH:16])=[O:15])[CH2:13][CH2:12][C:7]2(OCC[O:8]2)[CH2:6][CH2:5]1)[CH3:2].Cl. (4) Given the product [O:12]1[CH2:11][CH2:10][O:9][CH:8]1[C:6]1[CH:5]=[CH:4][C:3]2[O:13][C:24](=[O:26])[NH:1][C:2]=2[CH:7]=1, predict the reactants needed to synthesize it. The reactants are: [NH2:1][C:2]1[CH:7]=[C:6]([CH:8]2[O:12][CH2:11][CH2:10][O:9]2)[CH:5]=[CH:4][C:3]=1[OH:13].C(N(C(C)C)CC)(C)C.Cl[C:24](Cl)([O:26]C(=O)OC(Cl)(Cl)Cl)Cl.